This data is from Full USPTO retrosynthesis dataset with 1.9M reactions from patents (1976-2016). The task is: Predict the reactants needed to synthesize the given product. (1) Given the product [Br:1][C:2]1[N:3]=[CH:4][C:5]([CH2:12][OH:13])=[N:6][C:7]=1[CH2:8][CH:9]([CH3:10])[CH3:11], predict the reactants needed to synthesize it. The reactants are: [Br:1][C:2]1[N:3]=[CH:4][C:5]([C:12](OC)=[O:13])=[N:6][C:7]=1[CH2:8][CH:9]([CH3:11])[CH3:10].CC(C[AlH]CC(C)C)C.Cl. (2) Given the product [Br:22][C:4]1[C:5]2[C:14](=[CH:13][C:12]3[C:7]([CH:6]=2)=[CH:8][CH:9]=[CH:10][CH:11]=3)[CH:1]=[CH:2][CH:3]=1, predict the reactants needed to synthesize it. The reactants are: [CH:1]1[C:14]2[C:5](=[CH:6][C:7]3[C:12]([CH:13]=2)=[CH:11][CH:10]=[CH:9][CH:8]=3)[CH:4]=[CH:3][CH:2]=1.C1C(=O)N([Br:22])C(=O)C1.CC(N=NC(C#N)(C)C)(C#N)C. (3) Given the product [ClH:1].[CH3:17][C:15]1[O:16][C:12]([C:10]2[C:9](=[O:19])[NH:8][C:7](=[O:20])[N:6]([CH2:5][CH2:4][CH2:3][CH2:2][N:31]3[CH2:32][C@H:33]4[C@:29]([C:26]5[CH:25]=[CH:24][C:23]([C:22]([F:21])([F:36])[F:35])=[CH:28][CH:27]=5)([CH2:34]4)[CH2:30]3)[CH:11]=2)=[C:13]([CH3:18])[N:14]=1, predict the reactants needed to synthesize it. The reactants are: [Cl:1][CH2:2][CH2:3][CH2:4][CH2:5][N:6]1[CH:11]=[C:10]([C:12]2[O:16][C:15]([CH3:17])=[N:14][C:13]=2[CH3:18])[C:9](=[O:19])[NH:8][C:7]1=[O:20].[F:21][C:22]([F:36])([F:35])[C:23]1[CH:28]=[CH:27][C:26]([C@:29]23[CH2:34][C@H:33]2[CH2:32][NH:31][CH2:30]3)=[CH:25][CH:24]=1.CCN(C(C)C)C(C)C.Cl.O1CCOCC1. (4) The reactants are: FC(F)(F)C(O)=O.C(OC([N:15]1[CH2:20][CH2:19][CH:18]([CH2:21][NH:22][C:23](=[O:42])[C:24]2[CH:29]=[CH:28][C:27]([C:30]3[O:31][C:32]4[C:38]([CH3:39])=[CH:37][C:36]([C:40]#[N:41])=[CH:35][C:33]=4[N:34]=3)=[CH:26][CH:25]=2)[CH2:17][CH2:16]1)=O)(C)(C)C. Given the product [C:40]([C:36]1[CH:37]=[C:38]([CH3:39])[C:32]2[O:31][C:30]([C:27]3[CH:26]=[CH:25][C:24]([C:23]([NH:22][CH2:21][CH:18]4[CH2:19][CH2:20][NH:15][CH2:16][CH2:17]4)=[O:42])=[CH:29][CH:28]=3)=[N:34][C:33]=2[CH:35]=1)#[N:41], predict the reactants needed to synthesize it. (5) The reactants are: [H-].[Na+].[Cl:3][C:4]1[NH:5][C:6]2[C:11]([CH:12]=1)=[CH:10][CH:9]=[CH:8][CH:7]=2.Cl[CH2:14][N:15]1[CH2:19][CH:18]([CH2:20][CH2:21][CH3:22])[CH2:17][C:16]1=[O:23].O. Given the product [Cl:3][C:4]1[N:5]([CH2:14][N:15]2[CH2:19][CH:18]([CH2:20][CH2:21][CH3:22])[CH2:17][C:16]2=[O:23])[C:6]2[C:11]([CH:12]=1)=[CH:10][CH:9]=[CH:8][CH:7]=2, predict the reactants needed to synthesize it. (6) The reactants are: [Cl:1][C:2]1[CH:7]=[CH:6][CH:5]=[CH:4][C:3]=1[N:8]1[C:12]([C:13]2[S:17][C:16]([S:18](O)(=[O:20])=[O:19])=[CH:15][CH:14]=2)=[CH:11][C:10]([C:22]([F:25])([F:24])[F:23])=[N:9]1.C1C=CC=CC=1.S(Cl)([Cl:34])=O. Given the product [Cl:1][C:2]1[CH:7]=[CH:6][CH:5]=[CH:4][C:3]=1[N:8]1[C:12]([C:13]2[S:17][C:16]([S:18]([Cl:34])(=[O:20])=[O:19])=[CH:15][CH:14]=2)=[CH:11][C:10]([C:22]([F:25])([F:24])[F:23])=[N:9]1, predict the reactants needed to synthesize it. (7) Given the product [CH2:15]([C:2]1[N:3]=[N+:4]([O-:12])[C:5]2[CH:11]=[CH:10][CH:9]=[CH:8][C:6]=2[N:7]=1)[CH:14]=[CH2:13], predict the reactants needed to synthesize it. The reactants are: Cl[C:2]1[N:3]=[N+:4]([O-:12])[C:5]2[CH:11]=[CH:10][CH:9]=[CH:8][C:6]=2[N:7]=1.[CH2:13]([Sn](CCCC)(CCCC)CCCC)[CH:14]=[CH2:15].